Dataset: Forward reaction prediction with 1.9M reactions from USPTO patents (1976-2016). Task: Predict the product of the given reaction. (1) Given the reactants [F:1][C:2]([F:7])([F:6])[C:3]([OH:5])=[O:4].[C:8]([C:10]1[CH:11]=[C:12]([C:20]2[O:24][N:23]=[C:22]([C:25]3[CH:46]=[CH:45][C:28]4[CH2:29][CH2:30][N:31]([C:34](=[O:44])[CH2:35][NH:36]C(=O)OC(C)(C)C)[CH2:32][CH2:33][C:27]=4[CH:26]=3)[N:21]=2)[CH:13]=[CH:14][C:15]=1[O:16][CH:17]([CH3:19])[CH3:18])#[N:9], predict the reaction product. The product is: [F:1][C:2]([F:7])([F:6])[C:3]([OH:5])=[O:4].[NH2:36][CH2:35][C:34]([N:31]1[CH2:30][CH2:29][C:28]2[CH:45]=[CH:46][C:25]([C:22]3[N:21]=[C:20]([C:12]4[CH:13]=[CH:14][C:15]([O:16][CH:17]([CH3:19])[CH3:18])=[C:10]([CH:11]=4)[C:8]#[N:9])[O:24][N:23]=3)=[CH:26][C:27]=2[CH2:33][CH2:32]1)=[O:44]. (2) Given the reactants [Cl:1][C:2]1[CH:19]=[CH:18][C:5]2[NH:6][C:7](=[O:17])[CH2:8][N:9]=[C:10]([C:11]3[CH:16]=[CH:15][CH:14]=[CH:13][CH:12]=3)[C:4]=2[CH:3]=1.Br[CH2:21][C:22]#[CH:23], predict the reaction product. The product is: [Cl:1][C:2]1[CH:19]=[CH:18][C:5]2[N:6]([CH2:23][C:22]#[CH:21])[C:7](=[O:17])[CH2:8][N:9]=[C:10]([C:11]3[CH:16]=[CH:15][CH:14]=[CH:13][CH:12]=3)[C:4]=2[CH:3]=1. (3) Given the reactants [NH2:1][C@@H:2]([C@H:31]([OH:33])[CH3:32])[C:3]([NH:5][CH:6]1[CH2:11][CH2:10][N:9]([C:12]2[S:13][CH:14]=[C:15]([C:17]3[CH:26]=[CH:25][C:24]4[C:23]([CH3:28])([CH3:27])[CH2:22][CH2:21][C:20]([CH3:30])([CH3:29])[C:19]=4[CH:18]=3)[N:16]=2)[CH2:8][CH2:7]1)=O.B.CO, predict the reaction product. The product is: [NH2:1][C@H:2]([CH2:3][NH:5][CH:6]1[CH2:7][CH2:8][N:9]([C:12]2[S:13][CH:14]=[C:15]([C:17]3[CH:26]=[CH:25][C:24]4[C:23]([CH3:28])([CH3:27])[CH2:22][CH2:21][C:20]([CH3:29])([CH3:30])[C:19]=4[CH:18]=3)[N:16]=2)[CH2:10][CH2:11]1)[C@H:31]([OH:33])[CH3:32]. (4) Given the reactants [F:1][C:2]1[CH:3]=[C:4]2[C:10]([I:11])=[N:9][NH:8][C:5]2=[N:6][CH:7]=1.C(=O)([O-])[O-].[Cs+].[Cs+].Cl[CH2:19][C:20]1[N:25]=[CH:24][CH:23]=[CH:22][N:21]=1.O, predict the reaction product. The product is: [F:1][C:2]1[CH:3]=[C:4]2[C:10]([I:11])=[N:9][N:8]([CH2:19][C:20]3[N:25]=[CH:24][CH:23]=[CH:22][N:21]=3)[C:5]2=[N:6][CH:7]=1. (5) Given the reactants [CH2:1]([NH:3][CH2:4][C@@H:5]([C@H:7]([C@@H:9]([C@@H:11]([CH2:13][OH:14])O)[OH:10])[OH:8])[OH:6])[CH3:2].Cl.C(NC[C@@H]1O[C@](O)(CO)[C@@H](O)[C@@H]1O)C, predict the reaction product. The product is: [CH3:2][CH2:1][N:3]1[C@H:11]([CH2:13][OH:14])[C@@H:9]([OH:10])[C@H:7]([OH:8])[C@@H:5]([OH:6])[CH2:4]1. (6) Given the reactants [CH3:1][O:2][C:3]1[CH:4]=[C:5]([CH:8]=[CH:9][C:10]=1[O:11][CH3:12])[CH2:6]Br.[NH:13]1[CH2:18][CH2:17][CH:16]([C:19]2[CH:24]=[CH:23][C:22]([C:25]3[N:30]=[C:29]([NH2:31])[CH:28]=[CH:27][CH:26]=3)=[CH:21][CH:20]=2)[CH2:15][CH2:14]1, predict the reaction product. The product is: [CH3:1][O:2][C:3]1[CH:4]=[C:5]([CH:8]=[CH:9][C:10]=1[O:11][CH3:12])[CH2:6][N:13]1[CH2:18][CH2:17][CH:16]([C:19]2[CH:20]=[CH:21][C:22]([C:25]3[N:30]=[C:29]([NH2:31])[CH:28]=[CH:27][CH:26]=3)=[CH:23][CH:24]=2)[CH2:15][CH2:14]1. (7) The product is: [NH2:11][CH2:10][C@H:7]1[CH2:8][CH2:9][C@H:4]([CH2:3][C:1]#[N:2])[CH2:5][CH2:6]1. Given the reactants [C:1]([CH2:3][C@H:4]1[CH2:9][CH2:8][C@H:7]([CH2:10][NH:11]C(=O)OC(C)(C)C)[CH2:6][CH2:5]1)#[N:2].FC(F)(F)C(O)=O, predict the reaction product. (8) Given the reactants [CH3:1][O:2][C:3]1[CH:29]=[CH:28][C:6]([CH2:7][O:8][C:9]2[C:18]3[C:13](=[CH:14][CH:15]=[C:16]([C:19]([F:22])([F:21])[F:20])[CH:17]=3)[N:12]=[C:11]([C:23](OCC)=[O:24])[CH:10]=2)=[CH:5][CH:4]=1.[NH3:30], predict the reaction product. The product is: [CH3:1][O:2][C:3]1[CH:4]=[CH:5][C:6]([CH2:7][O:8][C:9]2[C:18]3[C:13](=[CH:14][CH:15]=[C:16]([C:19]([F:22])([F:21])[F:20])[CH:17]=3)[N:12]=[C:11]([C:23]([NH2:30])=[O:24])[CH:10]=2)=[CH:28][CH:29]=1.